Dataset: Full USPTO retrosynthesis dataset with 1.9M reactions from patents (1976-2016). Task: Predict the reactants needed to synthesize the given product. (1) Given the product [NH2:17][C:11]1[CH:12]=[C:13]([F:16])[CH:14]=[CH:15][C:10]=1[CH2:9][N:8]([C:6]([O:5][C:1]([CH3:4])([CH3:3])[CH3:2])=[O:7])[CH2:20][C:21]([OH:23])=[O:22], predict the reactants needed to synthesize it. The reactants are: [C:1]([O:5][C:6]([N:8]([CH2:20][C:21]([OH:23])=[O:22])[CH2:9][C:10]1[CH:15]=[CH:14][C:13]([F:16])=[CH:12][C:11]=1[N+:17]([O-])=O)=[O:7])([CH3:4])([CH3:3])[CH3:2].[H][H]. (2) Given the product [Cl:35][C:32]1[C:31]([S:36]([NH2:39])(=[O:38])=[O:37])=[C:30]([OH:40])[C:29]([NH:28][C:44]([NH:42][CH:3]2[C:4]([CH3:5])([CH3:6])[C:2]2([CH3:1])[CH3:10])=[O:45])=[CH:34][CH:33]=1, predict the reactants needed to synthesize it. The reactants are: [CH3:1][C:2]1([CH3:10])[C:4]([CH3:6])([CH3:5])[CH:3]1C(O)=O.C1C=CC(P(N=[N+]=[N-])(C2C=CC=CC=2)=O)=CC=1.[NH2:28][C:29]1[C:30]([OH:40])=[C:31]([S:36]([NH2:39])(=[O:38])=[O:37])[C:32]([Cl:35])=[CH:33][CH:34]=1.C[N:42]([CH:44]=[O:45])C. (3) Given the product [CH2:30]([O:29][C:22]1[CH:21]=[C:20]([C:18](=[O:19])[CH2:17][CH2:16][C:15]([NH:14][C:4]2[CH:3]=[C:2]([C:69]3[CH:70]=[CH:71][CH:72]=[C:67]([O:66][C:65]([F:64])([F:76])[F:77])[CH:68]=3)[CH:7]=[C:6]([C:8]3[CH:13]=[CH:12][CH:11]=[CH:10][CH:9]=3)[N:5]=2)=[O:32])[CH:25]=[CH:24][C:23]=1[O:26][CH2:27][CH3:28])[CH3:31], predict the reactants needed to synthesize it. The reactants are: Cl[C:2]1[CH:7]=[C:6]([C:8]2[CH:13]=[CH:12][CH:11]=[CH:10][CH:9]=2)[N:5]=[C:4]([NH:14][C:15](=[O:32])[CH2:16][CH2:17][C:18]([C:20]2[CH:25]=[CH:24][C:23]([O:26][CH2:27][CH3:28])=[C:22]([O:29][CH2:30][CH3:31])[CH:21]=2)=[O:19])[CH:3]=1.C1(C2C=CC=CC=2)C=CC=CC=1P(C1CCCCC1)C1CCCCC1.C(=O)([O-])[O-].[K+].[K+].[F:64][C:65]([F:77])([F:76])[O:66][C:67]1[CH:68]=[C:69](B(O)O)[CH:70]=[CH:71][CH:72]=1. (4) Given the product [OH:5][C@@H:2]([CH2:1][OH:6])[CH2:3][N:31]1[CH2:30][CH2:29][C:28]2[CH:34]=[CH:35][C:25]([C:22]3[N:21]=[C:20]([C:17]4[CH:18]=[CH:19][C:12]([O:11][CH:9]([CH3:10])[CH3:8])=[C:13]([CH:16]=4)[C:14]#[N:15])[O:24][N:23]=3)=[CH:26][C:27]=2[CH2:33][CH2:32]1, predict the reactants needed to synthesize it. The reactants are: [CH2:1]([OH:6])[C@H:2]([OH:5])[CH:3]=O.Cl.[CH3:8][CH:9]([O:11][C:12]1[CH:19]=[CH:18][C:17]([C:20]2[O:24][N:23]=[C:22]([C:25]3[CH:35]=[CH:34][C:28]4[CH2:29][CH2:30][NH:31][CH2:32][CH2:33][C:27]=4[CH:26]=3)[N:21]=2)=[CH:16][C:13]=1[C:14]#[N:15])[CH3:10].C(O)(=O)C.C(O[BH-](OC(=O)C)OC(=O)C)(=O)C.[Na+].C(=O)([O-])O.[Na+]. (5) Given the product [F:1][C:2]1[CH:3]=[C:4]2[C:9](=[CH:10][CH:11]=1)[N:8]=[CH:7][C:6]([C:12]1[CH:13]=[N:14][N:15]3[C:20]([NH2:21])=[CH:19][C:18]([CH:38]([NH:40][CH:41]4[CH2:42][CH2:43][O:44][CH2:45][CH2:46]4)[CH3:39])=[N:17][C:16]=13)=[CH:5]2, predict the reactants needed to synthesize it. The reactants are: [F:1][C:2]1[CH:3]=[C:4]2[C:9](=[CH:10][CH:11]=1)[N:8]=[CH:7][C:6]([C:12]1[CH:13]=[N:14][N:15]3[C:20]([N:21](COCC[Si](C)(C)C)COCC[Si](C)(C)C)=[CH:19][C:18]([CH:38]([NH:40][CH:41]4[CH2:46][CH2:45][O:44][CH2:43][CH2:42]4)[CH3:39])=[N:17][C:16]=13)=[CH:5]2.O.